This data is from Reaction yield outcomes from USPTO patents with 853,638 reactions. The task is: Predict the reaction yield, written as a fraction of the theoretical maximum amount of product (1.0 means a 100% yield; for example, 0.34 means a 34% yield). (1) The reactants are [Cl-].[C:2]([C:4]1[C:16]([N+:17]([O-])=O)=[CH:15][CH:14]=[CH:13][C:5]=1[O:6][CH2:7][C@@H:8]1[CH2:12][CH2:11][CH2:10][NH2+:9]1)#[N:3].[CH2:20]([N:23]=[C:24]=[O:25])[CH2:21][CH3:22]. No catalyst specified. The product is [NH2:17][C:16]1[C:4]([C:2]#[N:3])=[C:5]([CH:13]=[CH:14][CH:15]=1)[O:6][CH2:7][C@@H:8]1[CH2:12][CH2:11][CH2:10][N:9]1[C:24]([NH:23][CH2:20][CH2:21][CH3:22])=[O:25]. The yield is 1.00. (2) The reactants are [H-].[Na+:2].C[O:4][C:5]([C:7]1[S:8][C:9]([C:29]#[C:30][C:31]([CH3:34])([CH3:33])[CH3:32])=[CH:10][C:11]=1[N:12]([CH:22]1[CH2:27][CH2:26][CH:25]([OH:28])[CH2:24][CH2:23]1)[C:13]([CH:15]1[CH2:20][CH2:19][CH:18]([CH3:21])[CH2:17][CH2:16]1)=[O:14])=[O:6].F[C:36]1[CH:41]=[C:40]([CH2:42][N:43]([CH3:45])[CH3:44])[CH:39]=[CH:38][N:37]=1.[OH-].[Na+]. The catalyst is CN(C=O)C. The product is [CH3:44][N:43]([CH2:42][C:40]1[CH:39]=[CH:38][N:37]=[C:36]([O:28][CH:25]2[CH2:26][CH2:27][CH:22]([N:12]([C:11]3[CH:10]=[C:9]([C:29]#[C:30][C:31]([CH3:32])([CH3:33])[CH3:34])[S:8][C:7]=3[C:5]([O-:4])=[O:6])[C:13]([CH:15]3[CH2:20][CH2:19][CH:18]([CH3:21])[CH2:17][CH2:16]3)=[O:14])[CH2:23][CH2:24]2)[CH:41]=1)[CH3:45].[Na+:2]. The yield is 0.310.